Dataset: Full USPTO retrosynthesis dataset with 1.9M reactions from patents (1976-2016). Task: Predict the reactants needed to synthesize the given product. Given the product [Cl:1][C:2]1[CH:10]=[C:9]2[C:5]([C:6]([C:11]([OH:28])=[O:12])=[CH:7][NH:8]2)=[CH:4][C:3]=1[C:13]1[CH:18]=[CH:17][C:16]([CH2:19][CH2:20][OH:21])=[CH:15][CH:14]=1, predict the reactants needed to synthesize it. The reactants are: [Cl:1][C:2]1[CH:10]=[C:9]2[C:5]([C:6]([CH:11]=[O:12])=[CH:7][NH:8]2)=[CH:4][C:3]=1[C:13]1[CH:18]=[CH:17][C:16]([CH2:19][CH2:20][OH:21])=[CH:15][CH:14]=1.CC(=CC)C.Cl([O-])=[O:28].[Na+].O.OP([O-])(O)=O.[Na+].